Dataset: Full USPTO retrosynthesis dataset with 1.9M reactions from patents (1976-2016). Task: Predict the reactants needed to synthesize the given product. (1) Given the product [NH2:43][C:44]1[N:45]=[CH:46][C:47]([C:31]2[CH:32]=[CH:33][C:28]([C:9]3[N:8]([C:5]4[CH:6]=[CH:7][C:2]([Cl:1])=[CH:3][CH:4]=4)[C:13](=[O:14])[C:12]4[CH:15]=[N:16][N:17]([C:18]5[CH:23]=[CH:22][CH:21]=[C:20]([S:24]([CH3:27])(=[O:26])=[O:25])[CH:19]=5)[C:11]=4[N:10]=3)=[CH:29][CH:30]=2)=[N:48][CH:49]=1, predict the reactants needed to synthesize it. The reactants are: [Cl:1][C:2]1[CH:7]=[CH:6][C:5]([N:8]2[C:13](=[O:14])[C:12]3[CH:15]=[N:16][N:17]([C:18]4[CH:23]=[CH:22][CH:21]=[C:20]([S:24]([CH3:27])(=[O:26])=[O:25])[CH:19]=4)[C:11]=3[N:10]=[C:9]2[C:28]2[CH:33]=[CH:32][C:31](B3OC(C)(C)C(C)(C)O3)=[CH:30][CH:29]=2)=[CH:4][CH:3]=1.[NH2:43][C:44]1[CH:49]=[N:48][C:47](Br)=[CH:46][N:45]=1.C(=O)([O-])[O-].[Cs+].[Cs+]. (2) Given the product [C:9]1([CH:7]([CH3:8])[CH2:6][C:5]([C:15]([F:16])([F:17])[F:18])([OH:19])[CH2:4][OH:3])[CH:10]=[CH:11][CH:12]=[CH:13][CH:14]=1, predict the reactants needed to synthesize it. The reactants are: C([O:3][C:4](=O)[C:5]([OH:19])([C:15]([F:18])([F:17])[F:16])[CH2:6][CH:7]([C:9]1[CH:14]=[CH:13][CH:12]=[CH:11][CH:10]=1)[CH3:8])C.[H-].[Al+3].[Li+].[H-].[H-].[H-].O. (3) The reactants are: [CH2:1]([O:3][C:4]([C:6]1[CH:7]=[N:8][CH:9]=[CH:10][C:11]=1Cl)=[O:5])[CH3:2].CC(C)([O-])C.[K+].[SH:19][CH2:20][CH2:21][C:22]([O:24][CH3:25])=[O:23]. Given the product [CH2:1]([O:3][C:4]([C:6]1[CH:7]=[N:8][CH:9]=[CH:10][C:11]=1[S:19][CH2:20][CH2:21][C:22]([O:24][CH3:25])=[O:23])=[O:5])[CH3:2], predict the reactants needed to synthesize it. (4) Given the product [NH:7]1[C:6]2=[CH:8][CH:9]=[N:4][C:5]2=[CH:60][N:62]=[CH:10]1, predict the reactants needed to synthesize it. The reactants are: OCC[N:4]1[CH2:9][CH2:8][N:7]([CH2:10]CS(O)(=O)=O)[CH2:6][CH2:5]1.[Cl-].[Mg+2].[Cl-].CCCCCCCCCCCCOCCO.SC[C@H]([C@@H](CS)O)O.P(OC[C@H]1O[C@@H:60]([N:62]2C3N=CN=C(N)C=3N=C2)[C@H](O)[C@@H]1O)(OP(OP(O)(O)=O)(O)=O)(=O)O. (5) The reactants are: [F:1][C:2]1[CH:7]=[CH:6][C:5]([C:8]2[CH:13]=[CH:12][N:11]=[CH:10][C:9]=2[NH:14][CH2:15][C:16]2[O:17][CH:18]=[CH:19][N:20]=2)=[C:4]([O:21][CH3:22])[CH:3]=1.[CH3:23][S:24]([C:27]1[CH:28]=[C:29]([CH:33]=[C:34]([C:36]([F:39])([F:38])[F:37])[CH:35]=1)[C:30](O)=[O:31])(=[O:26])=[O:25]. Given the product [F:1][C:2]1[CH:7]=[CH:6][C:5]([C:8]2[CH:13]=[CH:12][N:11]=[CH:10][C:9]=2[N:14]([CH2:15][C:16]2[O:17][CH:18]=[CH:19][N:20]=2)[C:30](=[O:31])[C:29]2[CH:33]=[C:34]([C:36]([F:39])([F:37])[F:38])[CH:35]=[C:27]([S:24]([CH3:23])(=[O:26])=[O:25])[CH:28]=2)=[C:4]([O:21][CH3:22])[CH:3]=1, predict the reactants needed to synthesize it. (6) Given the product [C:2]1([NH:8][C:9]2[CH:14]=[CH:13][CH:12]=[CH:11][CH:10]=2)[CH:7]=[CH:6][CH:5]=[CH:4][CH:3]=1, predict the reactants needed to synthesize it. The reactants are: Br[C:2]1[CH:7]=[CH:6][CH:5]=[CH:4][CH:3]=1.[NH2:8][C:9]1[CH:14]=[CH:13][CH:12]=[CH:11][CH:10]=1. (7) Given the product [ClH:42].[NH:32]1[C:33]2[C:29](=[CH:28][CH:27]=[C:26]([NH:25][C:19]3[C:20]4[C:15](=[C:14]([NH:13][C:11]([C:8]5[C:4]6[N:5]=[CH:6][N:7]=[C:2]([NH2:1])[C:3]=6[S:10][CH:9]=5)=[O:12])[C:23]([CH3:24])=[CH:22][CH:21]=4)[CH:16]=[CH:17][N:18]=3)[CH:34]=2)[CH:30]=[N:31]1, predict the reactants needed to synthesize it. The reactants are: [NH2:1][C:2]1[C:3]2[S:10][CH:9]=[C:8]([C:11]([NH:13][C:14]3[C:23]([CH3:24])=[CH:22][CH:21]=[C:20]4[C:15]=3[CH:16]=[CH:17][N:18]=[C:19]4[NH:25][C:26]3[CH:34]=[C:33]4[C:29]([CH:30]=[N:31][N:32]4C(OC(C)(C)C)=O)=[CH:28][CH:27]=3)=[O:12])[C:4]=2[N:5]=[CH:6][N:7]=1.[ClH:42]. (8) Given the product [CH2:29]([O:28][C:21](=[O:27])[C:22](=[O:24])[CH:11]([CH3:12])[C:13]([CH:15]1[CH2:20][CH2:19][CH2:18][CH2:17][CH2:16]1)=[O:14])[CH3:30], predict the reactants needed to synthesize it. The reactants are: [Li+].C[Si]([N-][Si](C)(C)C)(C)C.[CH2:11]([C:13]([CH:15]1[CH2:20][CH2:19][CH2:18][CH2:17][CH2:16]1)=[O:14])[CH3:12].[C:21]([O:28][CH2:29][CH3:30])(=[O:27])[C:22]([O:24]CC)=O. (9) Given the product [C:22]([C@@H:20]([C@H:18]([C:17]([O-:26])=[O:25])[OH:19])[OH:21])([O-:24])=[O:23].[F:2][C:3]1[CH:8]=[CH:7][C:6]([C@@H:9]2[CH2:14][CH2:13][NH:12][CH2:11][C@H:10]2[CH2:15][OH:16])=[CH:5][CH:4]=1, predict the reactants needed to synthesize it. The reactants are: O.[F:2][C:3]1[CH:8]=[CH:7][C:6]([C@@H:9]2[CH2:14][CH2:13][NH:12][CH2:11][C@H:10]2[CH2:15][OH:16])=[CH:5][CH:4]=1.[C:17]([OH:26])(=[O:25])[C@@H:18]([C@H:20]([C:22]([OH:24])=[O:23])[OH:21])[OH:19].CO.